Dataset: Full USPTO retrosynthesis dataset with 1.9M reactions from patents (1976-2016). Task: Predict the reactants needed to synthesize the given product. (1) Given the product [ClH:1].[Cl:1][C:2]1[CH:3]=[CH:4][C:5]([S:10]([CH3:13])(=[O:12])=[O:11])=[C:6]([CH2:7][NH2:8])[CH:9]=1, predict the reactants needed to synthesize it. The reactants are: [Cl:1][C:2]1[CH:3]=[CH:4][C:5]([S:10]([CH3:13])(=[O:12])=[O:11])=[C:6]([CH:9]=1)[C:7]#[N:8].N. (2) Given the product [NH2:1][C:2]1[C:11]2[C:6](=[CH:7][C:8]([CH2:12][NH:13][C:14]([C@@H:16]3[CH2:20][CH2:19][CH2:18][N:17]3[C:21](=[O:40])[C@H:22]([NH:36][C:37](=[O:39])[CH3:38])[CH2:23][C:24]3[CH:25]=[CH:26][CH:27]=[CH:28][CH:29]=3)=[O:15])=[CH:9][CH:10]=2)[CH:5]=[CH:4][N:3]=1, predict the reactants needed to synthesize it. The reactants are: [NH2:1][C:2]1[C:11]2[C:6](=[CH:7][C:8]([CH2:12][NH:13][C:14]([C@@H:16]3[CH2:20][CH2:19][CH2:18][N:17]3[C:21](=[O:40])[C@H:22]([NH:36][C:37](=[O:39])[CH3:38])[CH2:23][C:24]3[CH:29]=[CH:28][C:27](C4C=CC=CC=4)=[CH:26][CH:25]=3)=[O:15])=[CH:9][CH:10]=2)[CH:5]=[CH:4][N:3]=1.N1CCC[C@H]1C(O)=O. (3) Given the product [CH:12]1[C:8]2[CH2:9][CH2:10][C:11]3[CH:1]=[CH:2][CH:3]=[CH:4][C:5]=3[N:6]([CH2:16][CH:17]([F:33])[CH2:18][NH:19][CH3:32])[C:7]=2[CH:15]=[CH:14][CH:13]=1, predict the reactants needed to synthesize it. The reactants are: [CH:1]1[C:11]2[CH2:10][CH2:9][C:8]3[CH:12]=[CH:13][CH:14]=[CH:15][C:7]=3[N:6]([CH2:16][CH:17]([F:33])[CH2:18][N:19]([CH3:32])S(C3C=CC([N+]([O-])=O)=CC=3)(=O)=O)[C:5]=2[CH:4]=[CH:3][CH:2]=1.[OH-].[Li+].CN(C=O)C.SCC(O)=O. (4) Given the product [Cl:39][C:40]1[CH:41]=[C:42]([CH:46]=[CH:47][CH:48]=1)[C:43]([N:25]1[CH2:26][CH2:27][N:22]([C:20]([C:17]2[N:18]=[CH:19][N:15]([C:11]3[CH:12]=[CH:13][CH:14]=[C:9]([Cl:8])[CH:10]=3)[N:16]=2)=[O:21])[C:23]([CH3:29])([CH3:28])[CH2:24]1)=[O:44], predict the reactants needed to synthesize it. The reactants are: FC(F)(F)C(O)=O.[Cl:8][C:9]1[CH:10]=[C:11]([N:15]2[CH:19]=[N:18][C:17]([C:20]([N:22]3[CH2:27][CH2:26][NH:25][CH2:24][C:23]3([CH3:29])[CH3:28])=[O:21])=[N:16]2)[CH:12]=[CH:13][CH:14]=1.CCN(C(C)C)C(C)C.[Cl:39][C:40]1[CH:41]=[C:42]([CH:46]=[CH:47][CH:48]=1)[C:43](Cl)=[O:44]. (5) Given the product [CH3:37][O:38][C:39]([C:41]1([NH:46][C:47]([CH:49]2[CH2:53][CH:52]([O:21][C:7]3[C:6]4[C:11](=[C:2]([Cl:1])[C:3]([O:22][CH2:23][CH2:24][N:25]5[CH2:26][CH2:27][O:28][CH2:29][CH2:30]5)=[CH:4][CH:5]=4)[N:10]=[C:9]([C:12]4[N:13]=[C:14]([NH:17][CH:18]([CH3:19])[CH3:20])[O:15][CH:16]=4)[CH:8]=3)[CH2:51][N:50]2[C:65](=[O:79])[CH:66]([NH:71][C:72]([O:74][C:75]([CH3:78])([CH3:77])[CH3:76])=[O:73])[C:67]([CH3:70])([CH3:69])[CH3:68])=[O:48])[CH2:43][CH:42]1[CH:44]=[CH2:45])=[O:40], predict the reactants needed to synthesize it. The reactants are: [Cl:1][C:2]1[C:3]([O:22][CH2:23][CH2:24][N:25]2[CH2:30][CH2:29][O:28][CH2:27][CH2:26]2)=[CH:4][CH:5]=[C:6]2[C:11]=1[N:10]=[C:9]([C:12]1[N:13]=[C:14]([NH:17][CH:18]([CH3:20])[CH3:19])[O:15][CH:16]=1)[CH:8]=[C:7]2[OH:21].C(=O)([O-])[O-].[Cs+].[Cs+].[CH3:37][O:38][C:39]([C:41]1([NH:46][C:47]([CH:49]2[CH2:53][CH:52](OS(C3C=CC(Br)=CC=3)(=O)=O)[CH2:51][N:50]2[C:65](=[O:79])[CH:66]([NH:71][C:72]([O:74][C:75]([CH3:78])([CH3:77])[CH3:76])=[O:73])[C:67]([CH3:70])([CH3:69])[CH3:68])=[O:48])[CH2:43][CH:42]1[CH:44]=[CH2:45])=[O:40].C(=O)(O)[O-].[Na+]. (6) Given the product [C:1]([OH:6])(=[O:5])[CH:2]([CH3:4])[OH:3].[CH3:9][C@@H:10]1[O:15][C@@H:14]([O:16][C@H:17]2[C@H:22]([O:23][C:24]3[C:25]4[O:79][C:75]5=[C:76]([Cl:78])[CH:77]=[C:72]([CH:73]=[CH:74]5)[C@@H:71]([OH:80])[C@@H:70]5[NH:81][C:82](=[O:83])[C@@H:51]([C:52]6[CH:53]=[CH:54][C:55]([OH:87])=[C:56]([C:58]7[C:63]([OH:64])=[CH:62][C:61]([OH:65])=[CH:60][C:59]=7[C@@H:66]([C:84]([OH:86])=[O:85])[NH:67][C:68]5=[O:69])[CH:57]=6)[NH:50][C:48](=[O:49])[C@H:47]5[C:27](=[CH:28][C:29]=3[O:30][C:31]3[CH:32]=[CH:33][C:34]([C@@H:38]([OH:102])[C@@H:39]([NH:92][C:93]([C@H:95]([NH:100][CH3:101])[CH2:96][CH:97]([CH3:98])[CH3:99])=[O:94])[C:40]([NH:42][C@@H:43]([CH2:88][C:89]([NH2:91])=[O:90])[C:44]([NH:46]5)=[O:45])=[O:41])=[CH:35][C:36]=3[Cl:37])[CH:26]=4)[O:21][C@H:20]([CH2:103][OH:104])[C@@H:19]([OH:105])[C@@H:18]2[OH:106])[CH2:13][C@@:12]([NH2:108])([CH3:107])[C@@H:11]1[OH:109], predict the reactants needed to synthesize it. The reactants are: [C:1]([OH:6])(=[O:5])[CH:2]([CH3:4])[OH:3].[OH-].[Na+].[CH3:9][C@@H:10]1[O:15][C@@H:14]([O:16][C@H:17]2[C@H:22]([O:23][C:24]3[C:25]4[O:79][C:75]5=[C:76]([Cl:78])[CH:77]=[C:72]([CH:73]=[CH:74]5)[C@@H:71]([OH:80])[C@@H:70]5[NH:81][C:82](=[O:83])[C@@H:51]([C:52]6[CH:53]=[CH:54][C:55]([OH:87])=[C:56]([C:58]7[C:63]([OH:64])=[CH:62][C:61]([OH:65])=[CH:60][C:59]=7[C@@H:66]([C:84]([OH:86])=[O:85])[NH:67][C:68]5=[O:69])[CH:57]=6)[NH:50][C:48](=[O:49])[C@H:47]5[C:27](=[CH:28][C:29]=3[O:30][C:31]3[CH:32]=[CH:33][C:34]([C@@H:38]([OH:102])[C@@H:39]([NH:92][C:93]([C@H:95]([NH:100][CH3:101])[CH2:96][CH:97]([CH3:99])[CH3:98])=[O:94])[C:40]([NH:42][C@@H:43]([CH2:88][C:89]([NH2:91])=[O:90])[C:44]([NH:46]5)=[O:45])=[O:41])=[CH:35][C:36]=3[Cl:37])[CH:26]=4)[O:21][C@H:20]([CH2:103][OH:104])[C@@H:19]([OH:105])[C@@H:18]2[OH:106])[CH2:13][C@@:12]([NH2:108])([CH3:107])[C@@H:11]1[OH:109].Cl. (7) Given the product [Si:1]([O:18][CH2:19][C:20]1[CH:21]=[C:22]([CH2:25][OH:26])[S:23][CH:24]=1)([C:14]([CH3:15])([CH3:16])[CH3:17])([C:8]1[CH:13]=[CH:12][CH:11]=[CH:10][CH:9]=1)[C:2]1[CH:7]=[CH:6][CH:5]=[CH:4][CH:3]=1, predict the reactants needed to synthesize it. The reactants are: [Si:1]([O:18][CH2:19][C:20]1[CH:21]=[C:22]([CH:25]=[O:26])[S:23][CH:24]=1)([C:14]([CH3:17])([CH3:16])[CH3:15])([C:8]1[CH:13]=[CH:12][CH:11]=[CH:10][CH:9]=1)[C:2]1[CH:7]=[CH:6][CH:5]=[CH:4][CH:3]=1.[BH4-].[Na+]. (8) Given the product [S:39]([C:36]1[CH:37]=[CH:38][C:33]([CH3:43])=[CH:34][CH:35]=1)([OH:42])(=[O:41])=[O:40].[NH2:1][C:2]1[NH:6][N:5]=[CH:4][C:3]=1[C:7]1[CH:30]=[C:29]([Cl:31])[CH:28]=[CH:27][C:8]=1[O:9][C:10]1[C:15]([Cl:16])=[CH:14][C:13]([S:17]([NH:20][C:21]2[N:22]=[CH:23][S:24][CH:25]=2)(=[O:19])=[O:18])=[C:12]([F:26])[CH:11]=1, predict the reactants needed to synthesize it. The reactants are: [NH2:1][C:2]1[NH:6][N:5]=[CH:4][C:3]=1[C:7]1[CH:30]=[C:29]([Cl:31])[CH:28]=[CH:27][C:8]=1[O:9][C:10]1[C:15]([Cl:16])=[CH:14][C:13]([S:17]([NH:20][C:21]2[N:22]=[CH:23][S:24][CH:25]=2)(=[O:19])=[O:18])=[C:12]([F:26])[CH:11]=1.O.[C:33]1([CH3:43])[CH:38]=[CH:37][C:36]([S:39]([OH:42])(=[O:41])=[O:40])=[CH:35][CH:34]=1.